Dataset: Forward reaction prediction with 1.9M reactions from USPTO patents (1976-2016). Task: Predict the product of the given reaction. (1) Given the reactants [CH3:1][O:2][C:3](=[O:26])/[C:4](/[C:8]1[CH:13]=[CH:12][CH:11]=[CH:10][C:9]=1[CH2:14][O:15][C:16]1[CH:21]=[CH:20][C:19]([N+:22]([O-])=O)=[CH:18][C:17]=1[F:25])=[CH:5]/[O:6][CH3:7].[H][H], predict the reaction product. The product is: [CH3:1][O:2][C:3](=[O:26])/[C:4](/[C:8]1[CH:13]=[CH:12][CH:11]=[CH:10][C:9]=1[CH2:14][O:15][C:16]1[CH:21]=[CH:20][C:19]([NH2:22])=[CH:18][C:17]=1[F:25])=[CH:5]/[O:6][CH3:7]. (2) Given the reactants [Br:1][C:2]1[CH:7]=[CH:6][C:5]([OH:8])=[CH:4][CH:3]=1.P(OC1C=CC=CC=1)(OC1C=CC=CC=1)(O[CH2:12][CH2:13][C:14]([CH3:16])=[CH2:15])=O.C([O-])([O-])=O.[Cs+].[Cs+].CN(C=O)C, predict the reaction product. The product is: [CH3:16][C:14](=[CH2:15])[CH2:13][CH2:12][O:8][C:5]1[CH:6]=[CH:7][C:2]([Br:1])=[CH:3][CH:4]=1.